From a dataset of Reaction yield outcomes from USPTO patents with 853,638 reactions. Predict the reaction yield, written as a fraction of the theoretical maximum amount of product (1.0 means a 100% yield; for example, 0.34 means a 34% yield). (1) The product is [C:12]([C:5]1[S:1][C:2]([C:6]2[S:7][CH:8]=[CH:9][CH:10]=2)=[CH:3][CH:4]=1)([CH3:15])([CH3:14])[CH3:13]. The catalyst is C(Cl)Cl. The reactants are [S:1]1[CH:5]=[CH:4][CH:3]=[C:2]1[C:6]1[S:7][CH:8]=[CH:9][CH:10]=1.Cl[C:12]([CH3:15])([CH3:14])[CH3:13].[Cl-].[Al+3].[Cl-].[Cl-].O. The yield is 0.990. (2) The reactants are [CH3:1][C:2]1[C:8](=[O:9])[NH:7][C:5](=[O:6])[N:4]([C@@H:10]2[O:14][C@H:13]([CH2:15][OH:16])[C@@H:12]([N:17]=[N+:18]=[N-:19])[CH2:11]2)[CH:3]=1.[C:20](Cl)(=[O:25])[CH2:21][C:22](Cl)=[O:23].[OH2:27]. The catalyst is C(#N)C. The product is [CH3:1][C:2]1[C:8](=[O:9])[NH:7][C:5](=[O:6])[N:4]([C@@H:10]2[O:14][C@H:13]([CH2:15][OH:16])[C@@H:12]([N:17]=[N+:18]=[N-:19])[CH2:11]2)[CH:3]=1.[C:20]([OH:25])(=[O:6])[CH2:21][C:22]([OH:23])=[O:27]. The yield is 0.680.